From a dataset of Catalyst prediction with 721,799 reactions and 888 catalyst types from USPTO. Predict which catalyst facilitates the given reaction. Reactant: [H-].[Na+].[O:3]1[CH2:7][CH2:6][C@H:5]([OH:8])[CH2:4]1.[C:9]([C:11]1[CH:12]=[C:13]([NH:17][C:18]2[C:27]3[C:22](=[CH:23][C:24](F)=[C:25]([N+:28]([O-:30])=[O:29])[CH:26]=3)[N:21]=[CH:20][N:19]=2)[CH:14]=[CH:15][CH:16]=1)#[CH:10]. Product: [C:9]([C:11]1[CH:12]=[C:13]([NH:17][C:18]2[C:27]3[C:22](=[CH:23][C:24]([O:8][C@H:5]4[CH2:6][CH2:7][O:3][CH2:4]4)=[C:25]([N+:28]([O-:30])=[O:29])[CH:26]=3)[N:21]=[CH:20][N:19]=2)[CH:14]=[CH:15][CH:16]=1)#[CH:10]. The catalyst class is: 1.